Dataset: Full USPTO retrosynthesis dataset with 1.9M reactions from patents (1976-2016). Task: Predict the reactants needed to synthesize the given product. Given the product [F:1][C:2]1[C:7]([O:8][CH2:23][C:21]2[S:22][C:18]3[CH:17]=[CH:16][C:15]([C:14]([F:26])([F:13])[F:27])=[CH:25][C:19]=3[CH:20]=2)=[CH:6][CH:5]=[C:4]([F:9])[C:3]=1[C:10]([NH2:12])=[O:11], predict the reactants needed to synthesize it. The reactants are: [F:1][C:2]1[C:7]([OH:8])=[CH:6][CH:5]=[C:4]([F:9])[C:3]=1[C:10]([NH2:12])=[O:11].[F:13][C:14]([F:27])([F:26])[C:15]1[CH:16]=[CH:17][C:18]2[S:22][C:21]([CH2:23]O)=[CH:20][C:19]=2[CH:25]=1.